This data is from Full USPTO retrosynthesis dataset with 1.9M reactions from patents (1976-2016). The task is: Predict the reactants needed to synthesize the given product. (1) Given the product [Br:17][C:9]1[C:8](=[O:16])[N:7]([C:1]2[CH:2]=[CH:3][CH:4]=[CH:5][CH:6]=2)[N:11]2[CH2:12][CH2:13][CH2:14][CH2:15][C:10]=12, predict the reactants needed to synthesize it. The reactants are: [C:1]1([N:7]2[N:11]3[CH2:12][CH2:13][CH2:14][CH2:15][C:10]3=[CH:9][C:8]2=[O:16])[CH:6]=[CH:5][CH:4]=[CH:3][CH:2]=1.[Br:17]N1C(=O)CCC1=O. (2) Given the product [Cl:1][C:2]1[CH:7]=[CH:6][C:5]([C:8]2[C:13]([CH:14]([CH2:19][CH2:20][CH3:21])[C:15]([OH:17])=[O:16])=[C:12]([CH3:22])[N:11]=[C:10]([C:23]3[CH:24]=[CH:25][CH:26]=[CH:27][CH:28]=3)[N:9]=2)=[C:4]([F:29])[CH:3]=1, predict the reactants needed to synthesize it. The reactants are: [Cl:1][C:2]1[CH:7]=[CH:6][C:5]([C:8]2[C:13]([CH:14]([CH2:19][CH2:20][CH3:21])[C:15]([O:17]C)=[O:16])=[C:12]([CH3:22])[N:11]=[C:10]([C:23]3[CH:28]=[CH:27][CH:26]=[CH:25][CH:24]=3)[N:9]=2)=[C:4]([F:29])[CH:3]=1.[OH-].[Na+]. (3) Given the product [Cl:29][C:18]1[N:17]=[C:16]([N:15]2[C@@H:10]3[CH2:11][CH2:12][CH2:13][CH2:14][C@@H:9]3[N:8]([C:6]([O:5][C:1]([CH3:3])([CH3:4])[CH3:2])=[O:7])[CH2:32]2)[C:27]([F:28])=[CH:26][C:19]=1[C:20]([O:22][CH:23]([CH3:24])[CH3:25])=[O:21], predict the reactants needed to synthesize it. The reactants are: [C:1]([O:5][C:6]([NH:8][C@H:9]1[CH2:14][CH2:13][CH2:12][CH2:11][C@H:10]1[NH:15][C:16]1[C:27]([F:28])=[CH:26][C:19]([C:20]([O:22][CH:23]([CH3:25])[CH3:24])=[O:21])=[C:18]([Cl:29])[N:17]=1)=[O:7])([CH3:4])([CH3:3])[CH3:2].C=O.[CH:32](O)=O.[OH-].[Na+]. (4) Given the product [CH3:15][C:8]1[N:6]2[N:7]=[C:2]([CH:16]=[CH2:17])[CH:3]=[CH:4][C:5]2=[N:10][C:9]=1[C:11]([F:14])([F:13])[F:12], predict the reactants needed to synthesize it. The reactants are: I[C:2]1[CH:3]=[CH:4][C:5]2[N:6]([C:8]([CH3:15])=[C:9]([C:11]([F:14])([F:13])[F:12])[N:10]=2)[N:7]=1.[CH2:16]([Sn](CCCC)(CCCC)C=C)[CH2:17]CC. (5) Given the product [Cl:1][C:2]1[CH:3]=[C:4]2[C:10]([I:11])=[N:9][NH:8][C:5]2=[N:6][CH:7]=1, predict the reactants needed to synthesize it. The reactants are: [Cl:1][C:2]1[CH:3]=[C:4]2[CH:10]=[N:9][NH:8][C:5]2=[N:6][CH:7]=1.[I:11]N1C(=O)CCC1=O. (6) Given the product [CH:31]1([CH2:28][C:29]#[C:30][C:20]2[CH:19]=[CH:18][C:17]([O:23][CH:24]([CH3:26])[CH3:25])=[C:16]([CH:21]=2)[C:15]([NH:14][C@@H:3]([CH2:2][OH:1])[CH2:4][C:5]2[C:13]3[C:8](=[CH:9][CH:10]=[CH:11][CH:12]=3)[NH:7][CH:6]=2)=[O:27])[CH2:35][CH2:34][CH2:33][CH2:32]1, predict the reactants needed to synthesize it. The reactants are: [OH:1][CH2:2][C@H:3]([NH:14][C:15](=[O:27])[C:16]1[CH:21]=[C:20](I)[CH:19]=[CH:18][C:17]=1[O:23][CH:24]([CH3:26])[CH3:25])[CH2:4][C:5]1[C:13]2[C:8](=[CH:9][CH:10]=[CH:11][CH:12]=2)[NH:7][CH:6]=1.[CH2:28]([CH:31]1[CH2:35][CH2:34][CH2:33][CH2:32]1)[C:29]#[CH:30]. (7) Given the product [Cl:14][C:3]1[N:2]=[N:1][C:6]2[CH2:7][CH2:8][O:9][CH2:10][C:5]=2[CH:4]=1, predict the reactants needed to synthesize it. The reactants are: [N:1]1[NH:2][C:3](=O)[CH:4]=[C:5]2[CH2:10][O:9][CH2:8][CH2:7][C:6]=12.P(Cl)(Cl)([Cl:14])=O. (8) Given the product [Cl:1][C:2]1[C:3]2[N:17]=[C:18]([NH:19][C:20]3[CH:25]=[CH:24][C:23]([Cl:26])=[CH:22][C:21]=3[Cl:27])[N:12]([CH2:13][CH2:14][CH2:15][OH:16])[C:4]=2[C:5]([C:6]([O:8][CH3:9])=[O:7])=[CH:10][CH:11]=1, predict the reactants needed to synthesize it. The reactants are: [Cl:1][C:2]1[CH:11]=[CH:10][C:5]([C:6]([O:8][CH3:9])=[O:7])=[C:4]([NH:12][CH2:13][CH2:14][CH2:15][OH:16])[C:3]=1[NH:17][C:18](=S)[NH:19][C:20]1[CH:25]=[CH:24][C:23]([Cl:26])=[CH:22][C:21]=1[Cl:27].Cl.C(N=C=NCCCN(C)C)C.C(N(CC)CC)C. (9) Given the product [CH2:1]([N:3]([CH2:4][CH2:5][NH:6][C:7]([C:9]1[CH:18]=[N:17][C:16]2[C:11](=[CH:12][CH:13]=[C:14]([I:19])[CH:15]=2)[N:10]=1)=[O:8])[CH2:22][C:21]#[CH:20])[CH3:2], predict the reactants needed to synthesize it. The reactants are: [CH2:1]([NH:3][CH2:4][CH2:5][NH:6][C:7]([C:9]1[CH:18]=[N:17][C:16]2[C:11](=[CH:12][CH:13]=[C:14]([I:19])[CH:15]=2)[N:10]=1)=[O:8])[CH3:2].[CH2:20](Br)[C:21]#[CH:22].C(N(CC)CC)C.O.